This data is from Experimentally validated miRNA-target interactions with 360,000+ pairs, plus equal number of negative samples. The task is: Binary Classification. Given a miRNA mature sequence and a target amino acid sequence, predict their likelihood of interaction. (1) The miRNA is mmu-miR-1843b-5p with sequence AUGGAGGUCUCUGUCUGACUU. The protein sequence of the target gene is MSILLPNMAEFDTISELEEEEEEEAATSSSSPSSSSSVSGPDDDEEDEEEEEEEEEEEEEEEEEEEEEAPPPPRVVSEEHLRRYAPDPVLVRGAGHITVFGLSNKFDTEFPSVLTGKVAPEEFKTSIGRVNACLKKALPVNVKWLLCGCLCCCCTLGCSLWPVICLNKRTRRSIQKLIEWENNRLYHKLALHWKLTKRKCETSNMMEYVILIEFLPKYPIFRPD. Result: 0 (no interaction). (2) The miRNA is hsa-miR-627-3p with sequence UCUUUUCUUUGAGACUCACU. The protein sequence of the target gene is MENQLWHNTVRCCNQYQESPHDAEDILLLLLGLIVLVNIGINVATMMWHGLQNALDKMIDWATQKNEIQASESPPSGPPDKAQDVHIHCILDPVQVKMSRPTQYSSFSCHHFSNHHSSSLLRCVRRRRRRHRRCRRRCCNHQQRPQNYRQIPHSHSVFRNPHRSQKMSQLHRVPFFDQEDPDSYLEEEDNLPFPYPKYPRRGWGGFYQRAGLPSNVGLWGHQGGILASLPPPSLYLSPELRCMPKRVEARSELRLQSYGRHGSQSRLWGNVEAEQWASSPPPPHRLPPNPSWVPVGHSPY.... Result: 0 (no interaction).